This data is from Forward reaction prediction with 1.9M reactions from USPTO patents (1976-2016). The task is: Predict the product of the given reaction. The product is: [CH2:1]([O:3][CH2:4][CH2:5][C:6]1[N:7]=[CH:8][C:9]([NH2:12])=[N:10][CH:11]=1)[CH3:2]. Given the reactants [CH2:1]([O:3]/[CH:4]=[CH:5]/[C:6]1[N:7]=[CH:8][C:9]([NH2:12])=[N:10][CH:11]=1)[CH3:2], predict the reaction product.